This data is from Reaction yield outcomes from USPTO patents with 853,638 reactions. The task is: Predict the reaction yield, written as a fraction of the theoretical maximum amount of product (1.0 means a 100% yield; for example, 0.34 means a 34% yield). (1) The reactants are [F:1][C:2]1[CH:7]=[CH:6][C:5]([C:8]2[C:9]([C:27]3[CH:32]=[CH:31][CH:30]=[CH:29][CH:28]=3)=[C:10]([C:14]([CH:16]([C:18]3[CH:23]=[CH:22][C:21]([O:24][CH3:25])=[C:20]([Cl:26])[CH:19]=3)[OH:17])=[O:15])[CH:11]=[CH:12][CH:13]=2)=[CH:4][CH:3]=1.[Bi]=O. The catalyst is C(O)(=O)C. The product is [F:1][C:2]1[CH:3]=[CH:4][C:5]([C:8]2[C:9]([C:27]3[CH:28]=[CH:29][CH:30]=[CH:31][CH:32]=3)=[C:10]([C:14]([C:16]([C:18]3[CH:23]=[CH:22][C:21]([O:24][CH3:25])=[C:20]([Cl:26])[CH:19]=3)=[O:17])=[O:15])[CH:11]=[CH:12][CH:13]=2)=[CH:6][CH:7]=1. The yield is 0.850. (2) The reactants are [CH3:1][C:2]1[C:3]([CH2:14][S:15]([C:17]2[NH:21][C:20]3[CH:22]=[CH:23][CH:24]=[CH:25][C:19]=3[N:18]=2)=[O:16])=[N:4][CH:5]=[CH:6][C:7]=1[O:8][CH2:9][C:10]([F:13])([F:12])[F:11].[H-].[Na+].S(Cl)(Cl)(=O)=O.[N+:33]([C:36]1[CH:37]=[C:38]([S:42]([CH2:45][CH2:46][O:47][C:48](=[O:59])[C:49]2[CH:54]=[CH:53][CH:52]=[C:51]([S:55](Cl)(=[O:57])=[O:56])[CH:50]=2)(=[O:44])=[O:43])[CH:39]=[CH:40][CH:41]=1)([O-:35])=[O:34]. The catalyst is C(Cl)Cl.O. The product is [N+:33]([C:36]1[CH:37]=[C:38]([S:42]([CH2:45][CH2:46][O:47][C:48](=[O:59])[C:49]2[CH:54]=[CH:53][CH:52]=[C:51]([S:55]([N:21]3[C:20]4[CH:22]=[CH:23][CH:24]=[CH:25][C:19]=4[N:18]=[C:17]3[S:15]([CH2:14][C:3]3[C:2]([CH3:1])=[C:7]([O:8][CH2:9][C:10]([F:13])([F:11])[F:12])[CH:6]=[CH:5][N:4]=3)=[O:16])(=[O:57])=[O:56])[CH:50]=2)(=[O:43])=[O:44])[CH:39]=[CH:40][CH:41]=1)([O-:35])=[O:34]. The yield is 0.800. (3) The reactants are O.[ClH:2].C([S:7][CH2:8][C@@:9]([CH3:14])([C:11]([OH:13])=[O:12])[NH2:10])(C)(C)C. The catalyst is C(O)(C)C. The product is [ClH:2].[CH3:14][C@@:9]([C:11]([OH:13])=[O:12])([CH2:8][SH:7])[NH2:10]. The yield is 0.600. (4) The reactants are C([O:8][CH2:9][CH:10]1[O:17][CH2:16][C:13]2([CH2:15][CH2:14]2)[CH2:12][O:11]1)C1C=CC=CC=1.[H][H]. The catalyst is [OH-].[Pd+2].[OH-].C(OCC)(=O)C. The product is [CH2:14]1[C:13]2([CH2:16][O:17][CH:10]([CH2:9][OH:8])[O:11][CH2:12]2)[CH2:15]1. The yield is 0.987. (5) The product is [Br:1][C:2]1[CH:3]=[C:4]([NH2:19])[C:5]([NH:8][C:9]([CH3:17])([CH3:18])[CH2:10][N:11]2[CH2:16][CH2:15][O:14][CH2:13][CH2:12]2)=[CH:6][CH:7]=1. The catalyst is CCOC(C)=O. The reactants are [Br:1][C:2]1[CH:7]=[CH:6][C:5]([NH:8][C:9]([CH3:18])([CH3:17])[CH2:10][N:11]2[CH2:16][CH2:15][O:14][CH2:13][CH2:12]2)=[C:4]([N+:19]([O-])=O)[CH:3]=1.[H][H]. The yield is 1.00. (6) The reactants are N(C(OC(C)(C)C)=O)=NC(OC(C)(C)C)=O.[O:17]1[CH2:22][CH2:21][CH:20](O)[CH2:19][CH2:18]1.[N+:24]([C:27]1[CH:28]=[N:29][NH:30][CH:31]=1)([O-:26])=[O:25].C1(P(C2C=CC=CC=2)C2C=CC=CC=2)C=CC=CC=1. The catalyst is C1COCC1. The product is [N+:24]([C:27]1[CH:28]=[N:29][N:30]([CH:20]2[CH2:21][CH2:22][O:17][CH2:18][CH2:19]2)[CH:31]=1)([O-:26])=[O:25]. The yield is 0.910.